This data is from Catalyst prediction with 721,799 reactions and 888 catalyst types from USPTO. The task is: Predict which catalyst facilitates the given reaction. (1) Reactant: [C:1]1([CH2:10][C:11]#N)[CH:6]=[CH:5][CH:4]=[CH:3][C:2]=1CC#N.S(=O)(=O)(O)O.[OH-:18].[NH4+].[C:20]([O:23][C:24](=[O:26])[CH3:25])(=O)[CH3:21].[CH2:27]([OH:29])[CH3:28]. Product: [CH2:27]([O:29][C:11](=[O:18])[CH2:10][C:1]1[CH:2]=[CH:3][CH:4]=[CH:5][C:6]=1[CH2:25][C:24]([O:23][CH2:20][CH3:21])=[O:26])[CH3:28]. The catalyst class is: 81. (2) Reactant: [CH2:1]=[C:2]1[CH2:6][CH2:5][CH:4]([C:7]([O:9]CC)=[O:8])[CH2:3]1.[OH-].[Li+:13]. Product: [CH2:1]=[C:2]1[CH2:6][CH2:5][CH:4]([C:7]([O-:9])=[O:8])[CH2:3]1.[Li+:13]. The catalyst class is: 20. (3) Reactant: [NH2:1][C:2]1[C:7]([NH:8][C:9](=[O:12])[CH2:10][Cl:11])=[CH:6][C:5]([O:13][CH3:14])=[CH:4][N:3]=1.N1C=CC=CC=1.O1CCCC1.Cl[C:27]([O:29][CH2:30][C:31]1[CH:36]=[CH:35][CH:34]=[CH:33][CH:32]=1)=[O:28]. Product: [Cl:11][CH2:10][C:9]([NH:8][C:7]1[C:2]([NH:1][C:27](=[O:28])[O:29][CH2:30][C:31]2[CH:36]=[CH:35][CH:34]=[CH:33][CH:32]=2)=[N:3][CH:4]=[C:5]([O:13][CH3:14])[CH:6]=1)=[O:12]. The catalyst class is: 13. (4) Reactant: [CH3:1][C:2]1([CH3:32])[CH2:11][CH:10]=[C:9](OS(C(F)(F)F)(=O)=O)[C:8]2[CH:7]=[C:6](/[CH:20]=[CH:21]/[C:22]3[CH:31]=[CH:30][C:25]([C:26]([O:28]C)=[O:27])=[CH:24][CH:23]=3)[CH:5]=[CH:4][C:3]1=2.[CH3:33][Si]([N-][Si](C)(C)C)(C)C.[Li+].FC(F)(F)S(N([C:56]1[CH:61]=[CH:60][CH:59]=[CH:58]N=1)S(C(F)(F)F)(=O)=O)(=O)=O.O1CC[CH2:66][CH2:65]1. Product: [CH3:1][C:2]1([CH3:32])[CH2:11][CH:33]=[C:9](/[CH:10]=[CH:56]/[C:61]2[CH:66]=[CH:65][CH:58]=[CH:59][CH:60]=2)[C:8]2[CH:7]=[C:6](/[CH:20]=[CH:21]/[C:22]3[CH:31]=[CH:30][C:25]([C:26]([OH:28])=[O:27])=[CH:24][CH:23]=3)[CH:5]=[CH:4][C:3]1=2. The catalyst class is: 69. (5) Reactant: [S:1]1[C:5]2[CH:6]=[C:7]([N:10]3[CH2:14][CH2:13][NH:12][C:11]3=[O:15])[CH:8]=[CH:9][C:4]=2[N:3]=[CH:2]1.Br[C:17]1[N:21]([CH3:22])[CH:20]=[N:19][CH:18]=1.CN[C@@H]1CCCC[C@H]1NC.P([O-])([O-])([O-])=O.[K+].[K+].[K+]. Product: [S:1]1[C:5]2[CH:6]=[C:7]([N:10]3[CH2:14][CH2:13][N:12]([C:17]4[N:21]([CH3:22])[CH:20]=[N:19][CH:18]=4)[C:11]3=[O:15])[CH:8]=[CH:9][C:4]=2[N:3]=[CH:2]1. The catalyst class is: 246. (6) Reactant: [N:1]([Sn](C)(C)C)=[N+:2]=[N-:3].[C:8]([C:10]1[N:15]=[C:14]([C:16]2[N:20]3[CH:21]=[C:22]([F:25])[CH:23]=[CH:24][C:19]3=[N:18][CH:17]=2)[N:13]=[C:12]([NH:26][C@@H:27]2[CH2:32][CH2:31][CH2:30][N:29]([C:33]([O:35][C:36]([CH3:39])([CH3:38])[CH3:37])=[O:34])[CH2:28]2)[CH:11]=1)#[N:9]. Product: [F:25][C:22]1[CH:23]=[CH:24][C:19]2[N:20]([C:16]([C:14]3[N:13]=[C:12]([NH:26][C@@H:27]4[CH2:32][CH2:31][CH2:30][N:29]([C:33]([O:35][C:36]([CH3:37])([CH3:39])[CH3:38])=[O:34])[CH2:28]4)[CH:11]=[C:10]([C:8]4[N:1]=[N:2][NH:3][N:9]=4)[N:15]=3)=[CH:17][N:18]=2)[CH:21]=1. The catalyst class is: 11. (7) Reactant: [CH3:1][Si:2]([CH3:17])([CH3:16])[C:3]#[C:4][C:5](=[O:15])[CH2:6][O:7][C:8]1[CH:13]=[CH:12][C:11]([F:14])=[CH:10][CH:9]=1.B1([C@H]2[C@H](C)[C@@H]3C(C)(C)[C@@H](C3)C2)C2CCCC1CCC2.C(=O)C. Product: [F:14][C:11]1[CH:12]=[CH:13][C:8]([O:7][CH2:6][C@@H:5]([OH:15])[C:4]#[C:3][Si:2]([CH3:1])([CH3:17])[CH3:16])=[CH:9][CH:10]=1. The catalyst class is: 1. (8) Reactant: [NH2:1][C:2]1[N:3]([CH3:24])[C:4](=[O:23])[C:5]2([C:15]3[C:10](=[CH:11][CH:12]=[C:13](Br)[CH:14]=3)[O:9][CH:8]([C:17]3[CH:22]=[CH:21][CH:20]=[CH:19][CH:18]=3)[CH2:7]2)[N:6]=1.[CH3:25][S:26]([C:29]1[CH:30]=[C:31](B(O)O)[CH:32]=[CH:33][CH:34]=1)(=[O:28])=[O:27]. Product: [NH2:1][C:2]1[N:3]([CH3:24])[C:4](=[O:23])[C:5]2([C:15]3[C:10](=[CH:11][CH:12]=[C:13]([C:33]4[CH:32]=[CH:31][CH:30]=[C:29]([S:26]([CH3:25])(=[O:28])=[O:27])[CH:34]=4)[CH:14]=3)[O:9][CH:8]([C:17]3[CH:22]=[CH:21][CH:20]=[CH:19][CH:18]=3)[CH2:7]2)[N:6]=1. The catalyst class is: 806. (9) Reactant: [CH2:1]([C:3]1([O:35][C:36](=[O:45])[O:37][CH2:38][C:39]2[CH:44]=[CH:43][CH:42]=[CH:41][CH:40]=2)[C:8]2[CH:9]=[C:10]3[N:18]([C:19](=[O:20])[C:7]=2[CH2:6][O:5][C:4]1=[O:34])[CH2:17][C:16]1[C:15]([CH2:21][CH2:22][Si:23]([CH2:26][CH2:27][CH2:28][OH:29])([CH3:25])[CH3:24])=[C:14]2[CH:30]=[CH:31][CH:32]=[CH:33][C:13]2=[N:12][C:11]3=1)[CH3:2].[S:46]1[CH:50]=[CH:49][CH:48]=[C:47]1[C:51](Cl)=[O:52]. Product: [CH2:38]([O:37][C:36]([O:35][C:3]1([CH2:1][CH3:2])[C:8]2[CH:9]=[C:10]3[N:18]([C:19](=[O:20])[C:7]=2[CH2:6][O:5][C:4]1=[O:34])[CH2:17][C:16]1[C:15]([CH2:21][CH2:22][Si:23]([CH3:25])([CH3:24])[CH2:26][CH2:27][CH2:28][O:29][C:51]([C:47]2[S:46][CH:50]=[CH:49][CH:48]=2)=[O:52])=[C:14]2[CH:30]=[CH:31][CH:32]=[CH:33][C:13]2=[N:12][C:11]3=1)=[O:45])[C:39]1[CH:40]=[CH:41][CH:42]=[CH:43][CH:44]=1. The catalyst class is: 119.